This data is from Full USPTO retrosynthesis dataset with 1.9M reactions from patents (1976-2016). The task is: Predict the reactants needed to synthesize the given product. (1) Given the product [O:1]=[C:3]([CH2:8][CH2:7][CH3:6])[C:13]([O:16][CH2:14][CH3:15])=[O:2], predict the reactants needed to synthesize it. The reactants are: [OH2:1].[OH2:2].[C:3]1([CH3:13])[CH:8]=[CH:7][C:6](S(O)(=O)=O)=CC=1.[CH2:14]([OH:16])[CH3:15]. (2) Given the product [Br:1][C:2]1[C:3]2[S:10][C:12]([CH3:14])=[CH:13][C:4]=2[C:5]([F:9])=[C:6]([F:8])[CH:7]=1, predict the reactants needed to synthesize it. The reactants are: [Br:1][C:2]1[CH:7]=[C:6]([F:8])[C:5]([F:9])=[CH:4][C:3]=1[SH:10].Cl[C:12]([CH2:14]Cl)=[CH2:13].C(=O)([O-])[O-].[K+].[K+]. (3) Given the product [C:1]([O:5][C:6](=[O:24])[NH:7][C:8]1[CH:13]=[CH:12][C:11]([C:14]#[C:15][C:16]2[CH:17]=[CH:18][C:19]([F:22])=[CH:20][CH:21]=2)=[CH:10][C:9]=1[NH:23][C:28](=[O:27])[CH2:29][C:30](=[O:42])[C:31]1[CH:36]=[CH:35][CH:34]=[C:33]([N:37]2[CH:41]=[CH:40][N:39]=[N:38]2)[CH:32]=1)([CH3:4])([CH3:2])[CH3:3], predict the reactants needed to synthesize it. The reactants are: [C:1]([O:5][C:6](=[O:24])[NH:7][C:8]1[CH:13]=[CH:12][C:11]([C:14]#[C:15][C:16]2[CH:21]=[CH:20][C:19]([F:22])=[CH:18][CH:17]=2)=[CH:10][C:9]=1[NH2:23])([CH3:4])([CH3:3])[CH3:2].C([O:27][C:28](=O)[CH2:29][C:30](=[O:42])[C:31]1[CH:36]=[CH:35][CH:34]=[C:33]([N:37]2[CH:41]=[CH:40][N:39]=[N:38]2)[CH:32]=1)C. (4) Given the product [Cl:1][C:2]1[N:3]=[C:4]([NH:28][C:24]2[CH:25]=[CH:26][CH:27]=[C:22]([F:21])[CH:23]=2)[C:5]2[S:10][CH2:9][CH2:8][C:6]=2[N:7]=1, predict the reactants needed to synthesize it. The reactants are: [Cl:1][C:2]1[N:3]=[C:4](Cl)[C:5]2[S:10][CH2:9][CH2:8][C:6]=2[N:7]=1.C(N(C(C)C)CC)(C)C.[F:21][C:22]1[CH:23]=[C:24]([NH2:28])[CH:25]=[CH:26][CH:27]=1. (5) Given the product [CH3:1][O:2][C:3]1[CH:4]=[C:5]2[C:10](=[O:9])[NH:16][C:7](=[O:8])[C:6]2=[CH:12][CH:13]=1, predict the reactants needed to synthesize it. The reactants are: [CH3:1][O:2][C:3]1[CH:4]=[C:5]2[C:10](=O)[O:9][C:7](=[O:8])[C:6]2=[CH:12][CH:13]=1.C([NH2:16])=O. (6) Given the product [NH2:21][CH:18]1[CH2:17][CH2:16][N:15]([CH2:14][CH2:13][N:8]2[C:9](=[O:12])[CH:10]=[N:11][C:6]3[CH:5]=[CH:4][C:3]([O:2][CH3:1])=[N:29][C:7]2=3)[CH2:20][CH2:19]1, predict the reactants needed to synthesize it. The reactants are: [CH3:1][O:2][C:3]1[CH:4]=[CH:5][C:6]2[N:11]=[CH:10][C:9](=[O:12])[N:8]([CH2:13][CH2:14][N:15]3[CH2:20][CH2:19][CH:18]([NH:21]C(=O)OC(C)(C)C)[CH2:17][CH2:16]3)[C:7]=2[N:29]=1.CC[NH+](CC)CC.CC[NH+](CC)CC.C([O-])([O-])=O.CO. (7) Given the product [Br:1][C:2]1[CH:3]=[C:4]([CH:15]([C:18]2[CH:19]=[CH:20][CH:21]=[CH:22][CH:23]=2)[CH:16]=[CH2:17])[C:5]([O:11][CH2:12][CH2:13][CH3:14])=[C:6]([CH:7]=1)[NH2:8], predict the reactants needed to synthesize it. The reactants are: [Br:1][C:2]1[CH:3]=[C:4]([CH:15]([C:18]2[CH:23]=[CH:22][CH:21]=[CH:20][CH:19]=2)[CH:16]=[CH2:17])[C:5]([O:11][CH2:12][CH2:13][CH3:14])=[C:6]([N+:8]([O-])=O)[CH:7]=1.O.[Cl-].[NH4+]. (8) Given the product [CH3:12][N:13]([CH2:15][C-:7]1[CH:8]=[CH:9][CH:10]=[CH:11]1)[CH3:14].[CH-:1]1[CH:5]=[CH:4][CH:3]=[CH:2]1.[Ru+2:6], predict the reactants needed to synthesize it. The reactants are: [CH:1]1([Ru:6][CH:7]2[CH:11]=[CH:10][CH:9]=[CH:8]2)[CH:5]=[CH:4][CH:3]=[CH:2]1.[CH3:12][N:13]([CH2:15]N(C)C)[CH3:14]. (9) Given the product [OH:1][C@H:2]([CH2:3][NH:38][C:25]([CH3:37])([CH3:24])[CH2:26][C:27]1[CH:36]=[CH:35][C:34]2[C:29](=[CH:30][CH:31]=[CH:32][CH:33]=2)[CH:28]=1)[CH2:4][O:5][CH:6]([C:8]1[CH:13]=[CH:12][CH:11]=[CH:10][C:9]=1[C:14]1[S:18][C:17]([C:19]([O:21][CH2:22][CH3:23])=[O:20])=[CH:16][CH:15]=1)[CH3:7], predict the reactants needed to synthesize it. The reactants are: [O:1]1[CH2:3][C@@H:2]1[CH2:4][O:5][CH:6]([C:8]1[CH:13]=[CH:12][CH:11]=[CH:10][C:9]=1[C:14]1[S:18][C:17]([C:19]([O:21][CH2:22][CH3:23])=[O:20])=[CH:16][CH:15]=1)[CH3:7].[CH3:24][C:25]([NH2:38])([CH3:37])[CH2:26][C:27]1[CH:36]=[CH:35][C:34]2[C:29](=[CH:30][CH:31]=[CH:32][CH:33]=2)[CH:28]=1.Cl([O-])(=O)(=O)=O.[Li+]. (10) Given the product [CH3:19][C:6]1[CH:5]=[N:4][CH:3]=[C:2]([C:26]2[CH:27]=[N:28][CH:29]=[CH:30][CH:31]=2)[C:7]=1[C:8]1[O:12][N:11]=[C:10]([C:13]2[CH:18]=[CH:17][CH:16]=[CH:15][N:14]=2)[N:9]=1, predict the reactants needed to synthesize it. The reactants are: Cl[C:2]1[CH:3]=[N:4][CH:5]=[C:6]([CH3:19])[C:7]=1[C:8]1[O:12][N:11]=[C:10]([C:13]2[CH:18]=[CH:17][CH:16]=[CH:15][N:14]=2)[N:9]=1.B1([C:26]2[CH:31]=[CH:30][CH:29]=[N:28][CH:27]=2)OCCCO1.COCCOC.C(=O)([O-])[O-].[Na+].[Na+].